From a dataset of Peptide-MHC class II binding affinity with 134,281 pairs from IEDB. Regression. Given a peptide amino acid sequence and an MHC pseudo amino acid sequence, predict their binding affinity value. This is MHC class II binding data. The peptide sequence is KTLEAAFTVSSKRNL. The MHC is HLA-DPA10201-DPB10101 with pseudo-sequence HLA-DPA10201-DPB10101. The binding affinity (normalized) is 0.456.